From a dataset of Full USPTO retrosynthesis dataset with 1.9M reactions from patents (1976-2016). Predict the reactants needed to synthesize the given product. (1) Given the product [OH:1][CH2:2][C:3]([N:5]([CH3:6])[CH2:7][CH2:8][O:9][C:10]1[CH:19]=[CH:18][CH:17]=[C:16]2[C:11]=1[C:12]([NH:20][C:21]1[CH:26]=[CH:25][C:24]([O:27][CH2:36][C:31]3[CH:32]=[CH:33][CH:34]=[CH:35][N:30]=3)=[C:23]([CH3:28])[CH:22]=1)=[N:13][CH:14]=[N:15]2)=[O:4], predict the reactants needed to synthesize it. The reactants are: [OH:1][CH2:2][C:3]([N:5]([CH2:7][CH2:8][O:9][C:10]1[CH:19]=[CH:18][CH:17]=[C:16]2[C:11]=1[C:12]([NH:20][C:21]1[CH:26]=[CH:25][C:24]([OH:27])=[C:23]([CH3:28])[CH:22]=1)=[N:13][CH:14]=[N:15]2)[CH3:6])=[O:4].Cl.[N:30]1[CH:35]=[CH:34][CH:33]=[CH:32][C:31]=1[CH2:36]Cl.C(=O)([O-])[O-].[K+].[K+].C1OCCOCCOCCOCCOCCOC1. (2) Given the product [Cl:1][C:2]1[CH:26]=[CH:25][C:5]2=[N:6][N:7]([C:9]3[CH:10]=[C:11]([CH:17]=[C:18]([C:21]([CH3:22])([CH3:23])[CH3:24])[C:19]=3[OH:20])[CH2:12][CH2:13][C:14]([O:16][CH:34]3[CH2:35][C:36]([CH3:38])([CH3:37])[N:31]([O:30][C:29]4[CH:42]=[CH:43][C:44]([Br:46])=[CH:45][C:28]=4[Br:27])[C:32]([CH3:41])([CH3:40])[CH2:33]3)=[O:15])[N:8]=[C:4]2[CH:3]=1, predict the reactants needed to synthesize it. The reactants are: [Cl:1][C:2]1[CH:26]=[CH:25][C:5]2=[N:6][N:7]([C:9]3[CH:10]=[C:11]([CH:17]=[C:18]([C:21]([CH3:24])([CH3:23])[CH3:22])[C:19]=3[OH:20])[CH2:12][CH2:13][C:14]([OH:16])=[O:15])[N:8]=[C:4]2[CH:3]=1.[Br:27][C:28]1[CH:45]=[C:44]([Br:46])[CH:43]=[CH:42][C:29]=1[O:30][N:31]1[C:36]([CH3:38])([CH3:37])[CH2:35][CH:34](O)[CH2:33][C:32]1([CH3:41])[CH3:40]. (3) Given the product [C:1]([O:5][C:6](=[O:7])[NH:8][CH:9]1[CH2:10][CH2:11][N:12]([C:15]([N:17]2[CH2:22][CH:21]([C:23]3[CH:24]=[CH:25][C:26]([O:29][C:30]([F:32])([F:31])[F:33])=[CH:27][CH:28]=3)[CH2:20][CH:19]([C:34]3[O:36][N:43]=[C:39]([CH:40]([CH3:42])[CH3:41])[N:38]=3)[CH2:18]2)=[O:16])[CH2:13][CH2:14]1)([CH3:3])([CH3:4])[CH3:2], predict the reactants needed to synthesize it. The reactants are: [C:1]([O:5][C:6]([NH:8][CH:9]1[CH2:14][CH2:13][N:12]([C:15]([N:17]2[CH2:22][CH:21]([C:23]3[CH:28]=[CH:27][C:26]([O:29][C:30]([F:33])([F:32])[F:31])=[CH:25][CH:24]=3)[CH2:20][CH:19]([C:34]([OH:36])=O)[CH2:18]2)=[O:16])[CH2:11][CH2:10]1)=[O:7])([CH3:4])([CH3:3])[CH3:2].O[N:38]=[C:39]([NH2:43])[CH:40]([CH3:42])[CH3:41]. (4) Given the product [F:31][C:32]1[CH:33]=[C:34]([NH:39][C:40](=[O:67])[NH:41][C:42]2[CH:47]=[CH:46][C:45]([C:48]3[S:52][C:51]([C:53]45[CH2:62][CH:57]6[CH2:58][CH:59]([CH2:61][C:55]([C:63]([OH:65])=[O:64])([CH2:56]6)[CH2:54]4)[CH2:60]5)=[N:50][CH:49]=3)=[CH:44][CH:43]=2)[CH:35]=[C:36]([F:38])[CH:37]=1, predict the reactants needed to synthesize it. The reactants are: FC(F)(F)C1C=C(NC(=O)NC2C=CC(C3SC(CCC(O)=O)=NC=3)=CC=2)C=CC=1.[F:31][C:32]1[CH:33]=[C:34]([NH:39][C:40](=[O:67])[NH:41][C:42]2[CH:47]=[CH:46][C:45]([C:48]3[S:52][C:51]([C:53]45[CH2:62][CH:57]6[CH2:58][CH:59]([CH2:61][C:55]([C:63]([O:65]C)=[O:64])([CH2:56]6)[CH2:54]4)[CH2:60]5)=[N:50][CH:49]=3)=[CH:44][CH:43]=2)[CH:35]=[C:36]([F:38])[CH:37]=1. (5) Given the product [CH2:12]([NH:18][C:8]1[CH:9]=[CH:10][C:5]([C:1]([CH3:4])([CH3:3])[CH3:2])=[CH:6][CH:7]=1)[CH2:13][CH2:14][CH2:15][CH2:16][CH3:17], predict the reactants needed to synthesize it. The reactants are: [C:1]([C:5]1[CH:10]=[CH:9][C:8](Br)=[CH:7][CH:6]=1)([CH3:4])([CH3:3])[CH3:2].[CH2:12]([NH2:18])[CH2:13][CH2:14][CH2:15][CH2:16][CH3:17].CC(C)([O-])C.[Na+].